Dataset: Forward reaction prediction with 1.9M reactions from USPTO patents (1976-2016). Task: Predict the product of the given reaction. (1) Given the reactants [CH2:1]([C:3]1[C:4]([C:15]2[CH:20]=[CH:19][C:18]([OH:21])=[CH:17][CH:16]=2)=[N:5][O:6][C:7]=1[C:8]1[CH:13]=[CH:12][C:11]([OH:14])=[CH:10][CH:9]=1)[CH3:2].[C:22](Cl)(=[O:24])[CH3:23].N1[CH:31]=[CH:30]C=CC=1.C([O-])(O)=[O:33].[Na+], predict the reaction product. The product is: [C:22]([O:14][C:11]1[CH:10]=[CH:9][C:8]([C:7]2[O:6][N:5]=[C:4]([C:15]3[CH:16]=[CH:17][C:18]([O:21][C:30](=[O:33])[CH3:31])=[CH:19][CH:20]=3)[C:3]=2[CH2:1][CH3:2])=[CH:13][CH:12]=1)(=[O:24])[CH3:23]. (2) The product is: [CH3:27][O:28][C:29]1[CH:36]=[CH:35][C:32]([CH2:33][NH:34][C:11](=[O:13])[C:10](=[N:9][NH:8][C:5]2[CH:4]=[CH:3][C:2]([Cl:1])=[CH:7][CH:6]=2)[CH3:14])=[CH:31][CH:30]=1. Given the reactants [Cl:1][C:2]1[CH:7]=[CH:6][C:5]([NH:8][N:9]=[C:10]([CH3:14])[C:11]([OH:13])=O)=[CH:4][CH:3]=1.C(C1NC=CN=1)(C1NC=CN=1)=O.[CH3:27][O:28][C:29]1[CH:36]=[CH:35][C:32]([CH2:33][NH2:34])=[CH:31][CH:30]=1, predict the reaction product. (3) Given the reactants [Br:1][C:2]1[CH:30]=[CH:29][C:28]([F:31])=[CH:27][C:3]=1[O:4][CH:5]1[CH2:10][CH2:9][N:8]([C:11]2[N:15]=[C:14]([C:16]3[CH:20]=[CH:19][N:18]([CH2:21][C:22]([O:24]CC)=[O:23])[CH:17]=3)[O:13][N:12]=2)[CH2:7][CH2:6]1.[OH-].[Na+], predict the reaction product. The product is: [Br:1][C:2]1[CH:30]=[CH:29][C:28]([F:31])=[CH:27][C:3]=1[O:4][CH:5]1[CH2:10][CH2:9][N:8]([C:11]2[N:15]=[C:14]([C:16]3[CH:20]=[CH:19][N:18]([CH2:21][C:22]([OH:24])=[O:23])[CH:17]=3)[O:13][N:12]=2)[CH2:7][CH2:6]1. (4) The product is: [Cl:23][CH2:24][CH2:25][C@@H:33]([C:10]1[O:35][N:7]=[CH:8][CH:9]=1)[OH:34]. Given the reactants B.CB1[N:7]2[CH2:8][CH2:9][CH2:10][C@@H]2C(C2C=CC=CC=2)(C2C=CC=CC=2)O1.[Cl:23][CH2:24][CH2:25]C(C1C=CON=1)=O.[CH3:33][OH:34].[O:35]1CCCC1, predict the reaction product. (5) Given the reactants [F:1][C:2]([F:23])([F:22])[C:3]1[C:11]2[CH2:10][CH2:9][CH2:8][CH2:7][C:6]=2[N:5]([C:12]2[CH:17]=[CH:16][C:15]([CH2:18][C:19]([OH:21])=O)=[CH:14][CH:13]=2)[N:4]=1.[CH3:24][NH:25][CH2:26][CH2:27][CH3:28], predict the reaction product. The product is: [CH3:24][N:25]([CH2:26][CH2:27][CH3:28])[C:19](=[O:21])[CH2:18][C:15]1[CH:16]=[CH:17][C:12]([N:5]2[C:6]3[CH2:7][CH2:8][CH2:9][CH2:10][C:11]=3[C:3]([C:2]([F:1])([F:23])[F:22])=[N:4]2)=[CH:13][CH:14]=1. (6) Given the reactants [CH2:1]([N:5]1[C:10]2=[N:11][N:12]([CH2:21][C:22]3[CH:27]=[CH:26][C:25]([C:28]4[CH:33]=[CH:32][CH:31]=[CH:30][N:29]=4)=[CH:24][CH:23]=3)[C:13]([NH:14][C:15]3[CH:20]=[CH:19][CH:18]=[CH:17][CH:16]=3)=[C:9]2[C:8](=S)[N:7]([CH3:35])[C:6]1=[O:36])[CH:2]([CH3:4])[CH3:3].[CH3:37][NH2:38], predict the reaction product. The product is: [CH2:1]([N:5]1[C:10]2=[N:11][N:12]([CH2:21][C:22]3[CH:27]=[CH:26][C:25]([C:28]4[CH:33]=[CH:32][CH:31]=[CH:30][N:29]=4)=[CH:24][CH:23]=3)[C:13]([NH:14][C:15]3[CH:20]=[CH:19][CH:18]=[CH:17][CH:16]=3)=[C:9]2[C:8](=[N:38][CH3:37])[N:7]([CH3:35])[C:6]1=[O:36])[CH:2]([CH3:4])[CH3:3].